Dataset: Full USPTO retrosynthesis dataset with 1.9M reactions from patents (1976-2016). Task: Predict the reactants needed to synthesize the given product. (1) The reactants are: [NH2:1][C:2]1[CH:3]=[C:4]2[C:9](=[CH:10][CH:11]=1)[N:8]=[CH:7][C:6]([C:12]#[N:13])=[C:5]2[NH:14][C:15]1[CH:20]=[CH:19][C:18]([F:21])=[C:17]([Cl:22])[CH:16]=1.[CH3:23][N:24]([CH3:39])[CH2:25][CH2:26][NH:27][S:28]([C:31]1[CH:36]=[CH:35][C:34]([CH:37]=O)=[CH:33][CH:32]=1)(=[O:30])=[O:29].[BH3-]C#N.[Na+]. Given the product [Cl:22][C:17]1[CH:16]=[C:15]([NH:14][C:5]2[C:4]3[C:9](=[CH:10][CH:11]=[C:2]([NH:1][CH2:37][C:34]4[CH:35]=[CH:36][C:31]([S:28]([NH:27][CH2:26][CH2:25][N:24]([CH3:23])[CH3:39])(=[O:30])=[O:29])=[CH:32][CH:33]=4)[CH:3]=3)[N:8]=[CH:7][C:6]=2[C:12]#[N:13])[CH:20]=[CH:19][C:18]=1[F:21], predict the reactants needed to synthesize it. (2) Given the product [Br:1][C:2]1[CH:3]=[CH:4][C:5]2[O:9][C:8]([CH2:10][OH:11])=[C:7]([CH3:13])[C:6]=2[C:14]=1[O:15][CH3:16], predict the reactants needed to synthesize it. The reactants are: [Br:1][C:2]1[CH:3]=[CH:4][C:5]2[O:9][C:8]([C:10](O)=[O:11])=[C:7]([CH3:13])[C:6]=2[C:14]=1[O:15][CH3:16].B.C1COCC1. (3) Given the product [CH:3]#[C:4][CH:5]=[CH:6][C:7]#[C:8][CH2:9][CH2:10][CH2:11][CH3:12], predict the reactants needed to synthesize it. The reactants are: C[Si](C)(C)[C:3]#[C:4][CH:5]=[CH:6][C:7]#[C:8][CH2:9][CH2:10][CH2:11][CH3:12].CCCC[N+](CCCC)(CCCC)CCCC.[F-]. (4) Given the product [CH2:2]([O:3][C:4]([CH:6]1[CH2:12][CH2:11][C:9]2([O:15][CH2:14][CH2:13][O:10]2)[CH2:8][CH2:7]1)=[O:5])[CH3:1], predict the reactants needed to synthesize it. The reactants are: [CH3:1][CH2:2][O:3][C:4]([CH:6]1[CH2:12][CH2:11][C:9](=[O:10])[CH2:8][CH2:7]1)=[O:5].[CH2:13](O)[CH2:14][OH:15]. (5) The reactants are: [N+:1]([C:4]1[CH:5]=[C:6]([OH:10])[CH:7]=[CH:8][CH:9]=1)([O-:3])=[O:2].[F-].[Cs+].S(C1C=CC([N+]([O-])=O)=CC=1)(O[CH2:17][C@H:18]1[O:20][CH2:19]1)(=O)=O.O. Given the product [N+:1]([C:4]1[CH:5]=[C:6]([O:10][CH2:17][C@H:18]2[O:20][CH2:19]2)[CH:7]=[CH:8][CH:9]=1)([O-:3])=[O:2], predict the reactants needed to synthesize it. (6) Given the product [CH:20]([C:23]1[CH:31]=[CH:30][C:26]([C:27]([NH:19][C:3]2[CH:4]=[CH:5][C:6]([N:8]3[CH2:12][CH2:11][CH:10]([N:13]4[CH2:17][CH2:16][CH2:15][CH:14]4[CH3:18])[CH2:9]3)=[CH:7][C:2]=2[CH3:1])=[O:28])=[CH:25][C:24]=1[S:32](=[O:35])(=[O:34])[NH2:33])([CH3:22])[CH3:21], predict the reactants needed to synthesize it. The reactants are: [CH3:1][C:2]1[CH:7]=[C:6]([N:8]2[CH2:12][CH2:11][CH:10]([N:13]3[CH2:17][CH2:16][CH2:15][CH:14]3[CH3:18])[CH2:9]2)[CH:5]=[CH:4][C:3]=1[NH2:19].[CH:20]([C:23]1[CH:31]=[CH:30][C:26]([C:27](O)=[O:28])=[CH:25][C:24]=1[S:32](=[O:35])(=[O:34])[NH2:33])([CH3:22])[CH3:21]. (7) The reactants are: I[C:2]1[CH:7]=[CH:6][C:5]([C:8]2[CH:13]=[CH:12][CH:11]=[CH:10][C:9]=2[N+:14]([O-:16])=[O:15])=[CH:4][CH:3]=1.[NH:17]1[CH:21]=[CH:20][CH:19]=[N:18]1.C([O-])([O-])=O.[K+].[K+].[C@@H]1(N)CCCC[C@H]1N. Given the product [N+:14]([C:9]1[CH:10]=[CH:11][CH:12]=[CH:13][C:8]=1[C:5]1[CH:6]=[CH:7][C:2]([N:17]2[CH:21]=[CH:20][CH:19]=[N:18]2)=[CH:3][CH:4]=1)([O-:16])=[O:15], predict the reactants needed to synthesize it. (8) Given the product [Cl:13][C:14]1[CH:15]=[C:16]([NH:21][C:22](=[O:25])[CH2:23][N:10]2[CH2:9][CH2:8][N:7]([C:2]3[CH:3]=[CH:4][CH:5]=[CH:6][N:1]=3)[CH2:12][CH2:11]2)[CH:17]=[CH:18][C:19]=1[Cl:20], predict the reactants needed to synthesize it. The reactants are: [N:1]1[CH:6]=[CH:5][CH:4]=[CH:3][C:2]=1[N:7]1[CH2:12][CH2:11][NH:10][CH2:9][CH2:8]1.[Cl:13][C:14]1[CH:15]=[C:16]([NH:21][C:22](=[O:25])[CH2:23]Cl)[CH:17]=[CH:18][C:19]=1[Cl:20].C(=O)([O-])[O-].[Na+].[Na+]. (9) Given the product [CH3:1][O:2][CH:3]1[CH:12]([B:18]([OH:23])[OH:19])[CH2:11][C:10]2[CH:9]=[CH:8][CH:7]=[CH:6][C:5]=2[CH2:4]1, predict the reactants needed to synthesize it. The reactants are: [CH3:1][O:2][CH:3]1[CH2:12][CH2:11][C:10]2[CH:9]=[CH:8][CH:7]=[CH:6][C:5]=2[CH2:4]1.[Li]CCCC.[B:18](OC(C)C)([O:23]C(C)C)[O:19]C(C)C.